This data is from Peptide-MHC class II binding affinity with 134,281 pairs from IEDB. The task is: Regression. Given a peptide amino acid sequence and an MHC pseudo amino acid sequence, predict their binding affinity value. This is MHC class II binding data. The peptide sequence is AAVELARALVRAVAE. The MHC is HLA-DPA10201-DPB11401 with pseudo-sequence HLA-DPA10201-DPB11401. The binding affinity (normalized) is 0.845.